Dataset: Forward reaction prediction with 1.9M reactions from USPTO patents (1976-2016). Task: Predict the product of the given reaction. (1) Given the reactants [CH3:1][C:2]1[CH:7]=[C:6]([C:8]2[CH:13]=[CH:12][C:11]([C:14]([F:17])([F:16])[F:15])=[CH:10][CH:9]=2)[NH:5][C:4](=O)[CH:3]=1.P(Br)(Br)([Br:21])=O, predict the reaction product. The product is: [Br:21][C:4]1[CH:3]=[C:2]([CH3:1])[CH:7]=[C:6]([C:8]2[CH:13]=[CH:12][C:11]([C:14]([F:17])([F:16])[F:15])=[CH:10][CH:9]=2)[N:5]=1. (2) Given the reactants [NH2:1][C:2]1[CH:7]=[CH:6][C:5]([C:8]2[CH:13]=[CH:12][C:11]([CH:14]([CH3:25])[C:15]([O:17][CH2:18][C:19]3[CH:24]=[CH:23][CH:22]=[CH:21][CH:20]=3)=[O:16])=[CH:10][C:9]=2[F:26])=[CH:4][CH:3]=1.C(N(CC)CC)C.[Cl:34][CH2:35][C:36](Cl)=[O:37], predict the reaction product. The product is: [Cl:34][CH2:35][C:36]([NH:1][C:2]1[CH:3]=[CH:4][C:5]([C:8]2[CH:13]=[CH:12][C:11]([CH:14]([CH3:25])[C:15]([O:17][CH2:18][C:19]3[CH:20]=[CH:21][CH:22]=[CH:23][CH:24]=3)=[O:16])=[CH:10][C:9]=2[F:26])=[CH:6][CH:7]=1)=[O:37]. (3) Given the reactants [F:1][C:2]1[CH:7]=[CH:6][CH:5]=[C:4]([F:8])[C:3]=1[C:9]1[N:14]=[C:13]([C:15]([OH:17])=O)[CH:12]=[CH:11][C:10]=1[F:18].ClC(N(C)C)=C(C)C.[C:27]([O:30][CH:31]1[CH:36]=[CH:35][O:34][C:33]([C:41]2[CH:46]=[CH:45][N:44]=[CH:43][C:42]=2[NH2:47])([C:37]([F:40])([F:39])[F:38])[CH2:32]1)(=[O:29])[CH3:28].N1C=CC=CC=1, predict the reaction product. The product is: [C:27]([O:30][CH:31]1[CH:36]=[CH:35][O:34][C:33]([C:41]2[CH:46]=[CH:45][N:44]=[CH:43][C:42]=2[NH:47][C:15](=[O:17])[C:13]2[CH:12]=[CH:11][C:10]([F:18])=[C:9]([C:3]3[C:4]([F:8])=[CH:5][CH:6]=[CH:7][C:2]=3[F:1])[N:14]=2)([C:37]([F:39])([F:38])[F:40])[CH2:32]1)(=[O:29])[CH3:28]. (4) Given the reactants [N:1]1([CH:6]([C:10]2[S:11][CH:12]=[CH:13][CH:14]=2)[C:7]([OH:9])=O)[CH2:5][CH2:4][CH2:3][CH2:2]1.C(OCl)(C)(C)C.[NH2:21][C:22]1[CH:23]=[C:24]2[C:28](=[CH:29][CH:30]=1)[NH:27][N:26]=[CH:25]2, predict the reaction product. The product is: [NH:27]1[C:28]2[C:24](=[CH:23][C:22]([NH:21][C:7](=[O:9])[CH:6]([N:1]3[CH2:2][CH2:3][CH2:4][CH2:5]3)[C:10]3[S:11][CH:12]=[CH:13][CH:14]=3)=[CH:30][CH:29]=2)[CH:25]=[N:26]1. (5) Given the reactants C([Li])CCC.Br[C:7]1[CH:8]=[N:9][CH:10]=[CH:11][CH:12]=1.[Cl:13][C:14]1[N:19]=[CH:18][CH:17]=[CH:16][N:15]=1.ClC1C(=O)C(C#N)=C(C#N)C(=O)C=1Cl.[OH-].[Na+], predict the reaction product. The product is: [Cl:13][C:14]1[N:19]=[C:18]([C:7]2[CH:8]=[N:9][CH:10]=[CH:11][CH:12]=2)[CH:17]=[CH:16][N:15]=1. (6) Given the reactants [CH2:1]([O:3][C:4]([CH2:6][N:7]([CH2:19][C:20]#[C:21][CH3:22])[C:8](=[N:16][C:17]#[N:18])OC1C=CC=CC=1)=[O:5])[CH3:2].[C:23]([O:27][C:28]([NH:30][CH:31]1[CH2:36][CH2:35][CH2:34][NH:33][CH2:32]1)=[O:29])([CH3:26])([CH3:25])[CH3:24].C(=O)([O-])[O-].[K+].[K+].O, predict the reaction product. The product is: [C:23]([O:27][C:28]([NH:30][CH:31]1[CH2:36][CH2:35][CH2:34][N:33]([C:8]([N:7]([CH2:6][C:4]([O:3][CH2:1][CH3:2])=[O:5])[CH2:19][C:20]#[C:21][CH3:22])=[N:16][C:17]#[N:18])[CH2:32]1)=[O:29])([CH3:26])([CH3:24])[CH3:25]. (7) Given the reactants [CH2:1]([NH:4][C:5]1[N:10]=[C:9]([C:11]([OH:13])=O)[CH:8]=[C:7]([CH3:14])[N:6]=1)[CH2:2][CH3:3].O[NH:16][C:17]([C:19]1[CH:24]=[C:23]([CH3:25])[CH:22]=[C:21]([CH3:26])[N:20]=1)=[NH:18], predict the reaction product. The product is: [CH3:25][C:23]1[CH:22]=[C:21]([CH3:26])[N:20]=[C:19]([C:17]2[N:18]=[C:11]([C:9]3[CH:8]=[C:7]([CH3:14])[N:6]=[C:5]([NH:4][CH2:1][CH2:2][CH3:3])[N:10]=3)[O:13][N:16]=2)[CH:24]=1. (8) Given the reactants [CH3:1][N:2]1[C@H:14]2[C@H:5]([CH2:6][CH2:7][C:8]3[CH:9]=[CH:10][N:11]=[CH:12][C:13]=32)[CH2:4][CH2:3]1.[I:15][CH2:16][CH2:17][CH2:18][CH2:19][CH2:20][CH2:21][CH2:22][CH2:23][CH2:24][CH2:25][CH3:26], predict the reaction product. The product is: [I-:15].[CH3:1][N:2]1[C@H:14]2[C@H:5]([CH2:6][CH2:7][C:8]3[CH:9]=[CH:10][N+:11]([CH2:26][CH2:25][CH2:24][CH2:23][CH2:22][CH2:21][CH2:20][CH2:19][CH2:18][CH2:17][CH3:16])=[CH:12][C:13]=32)[CH2:4][CH2:3]1. (9) Given the reactants [CH2:1]([N:3]1[C:7]([C:8]([O:10]CC)=[O:9])=[C:6]([F:13])[CH:5]=[N:4]1)[CH3:2].Cl, predict the reaction product. The product is: [CH2:1]([N:3]1[C:7]([C:8]([OH:10])=[O:9])=[C:6]([F:13])[CH:5]=[N:4]1)[CH3:2]. (10) Given the reactants [F:1][C:2]([F:10])([F:9])[CH:3](O)[CH2:4][N+:5]([O-:7])=[O:6].C(Cl)(=O)C.[CH2:15]([O:17][C:18]([N:20]1[CH2:25][CH2:24][NH:23][CH2:22][CH2:21]1)=[O:19])[CH3:16], predict the reaction product. The product is: [CH2:15]([O:17][C:18]([N:20]1[CH2:21][CH2:22][N:23]([CH:3]([CH2:4][N+:5]([O-:7])=[O:6])[C:2]([F:10])([F:9])[F:1])[CH2:24][CH2:25]1)=[O:19])[CH3:16].